Dataset: Catalyst prediction with 721,799 reactions and 888 catalyst types from USPTO. Task: Predict which catalyst facilitates the given reaction. (1) Reactant: [CH:1]1[C:13]2[CH:12]([CH2:14][O:15][C:16]([NH:18][C@@H:19]([CH2:27][C:28]3[CH:29]=[N:30][C:31]([C:34]4[CH:39]=[CH:38][C:37]([O:40][CH3:41])=[CH:36][C:35]=4[CH2:42][CH3:43])=[CH:32][CH:33]=3)[C:20]([O:22]C(C)(C)C)=[O:21])=[O:17])[C:11]3[C:6](=[CH:7][CH:8]=[CH:9][CH:10]=3)[C:5]=2[CH:4]=[CH:3][CH:2]=1.[Cl-:44].[Ca+2].[Cl-]. Product: [ClH:44].[CH:10]1[C:11]2[CH:12]([CH2:14][O:15][C:16]([NH:18][C@@H:19]([CH2:27][C:28]3[CH:29]=[N:30][C:31]([C:34]4[CH:39]=[CH:38][C:37]([O:40][CH3:41])=[CH:36][C:35]=4[CH2:42][CH3:43])=[CH:32][CH:33]=3)[C:20]([OH:22])=[O:21])=[O:17])[C:13]3[C:5](=[CH:4][CH:3]=[CH:2][CH:1]=3)[C:6]=2[CH:7]=[CH:8][CH:9]=1. The catalyst class is: 67. (2) The catalyst class is: 170. Product: [OH:1][CH2:2][CH2:3][CH2:4][CH2:5][CH2:6][N:7]1[CH2:12][CH2:11][NH:10][CH2:9][CH2:8]1. Reactant: [OH:1][CH2:2][CH2:3][CH2:4][CH2:5][CH2:6][N:7]1[CH2:12][CH2:11][N:10](C(OCC)=O)[CH2:9][CH2:8]1.[OH-].[Na+].C(O)C. (3) Product: [F:28][C:29]([F:48])([F:47])[S:30]([O:26][C:23]1[CH:24]=[CH:25][C:20]([N:15]2[C:14](=[O:27])[C:13]3[C:8]([NH2:7])=[N:9][CH:10]=[N:11][C:12]=3[O:18][C@H:17]([CH3:19])[CH2:16]2)=[CH:21][CH:22]=1)(=[O:32])=[O:31]. Reactant: C(=O)([O-])[O-].[K+].[K+].[NH2:7][C:8]1[C:13]2[C:14](=[O:27])[N:15]([C:20]3[CH:25]=[CH:24][C:23]([OH:26])=[CH:22][CH:21]=3)[CH2:16][C@@H:17]([CH3:19])[O:18][C:12]=2[N:11]=[CH:10][N:9]=1.[F:28][C:29]([F:48])([F:47])[S:30](N(C1C=CC=CC=1)[S:30]([C:29]([F:48])([F:47])[F:28])(=[O:32])=[O:31])(=[O:32])=[O:31]. The catalyst class is: 1.